Dataset: Full USPTO retrosynthesis dataset with 1.9M reactions from patents (1976-2016). Task: Predict the reactants needed to synthesize the given product. (1) Given the product [CH:31]([C:27]1[CH:26]=[C:25]([C:21]2[CH:22]=[CH:23][CH:24]=[C:19]([C:10]3[CH:9]=[C:8]([OH:7])[N:12]([C:13]4[CH:18]=[CH:17][CH:16]=[CH:15][N:14]=4)[N:11]=3)[CH:20]=2)[CH:30]=[CH:29][CH:28]=1)=[O:32], predict the reactants needed to synthesize it. The reactants are: C(=O)([O:7][C:8]1[N:12]([C:13]2[CH:18]=[CH:17][CH:16]=[CH:15][N:14]=2)[N:11]=[C:10]([C:19]2[CH:20]=[C:21]([C:25]3[CH:30]=[CH:29][CH:28]=[C:27]([CH:31]=[O:32])[CH:26]=3)[CH:22]=[CH:23][CH:24]=2)[CH:9]=1)OC(C)(C)C.C(=O)(OC(C)(C)C)OC1N(C2C=CC=CN=2)N=C(C2C=CC(C3C=CC=CC=3)=CC=2)C=1. (2) Given the product [CH2:14]([O:13][C:11]([C:10]1[CH:21]=[CH:22][C:23]([N:25]([CH2:41][C:42]2[CH:47]=[CH:46][C:45]([CH:48]3[CH2:49][CH2:50][N:51]([C:54]4[CH:59]=[CH:58][C:57]([C:60]([OH:62])=[O:61])=[CH:56][CH:55]=4)[CH2:52][CH2:53]3)=[CH:44][CH:43]=2)[C:26](=[O:40])[CH2:27][N:28]([CH3:39])[S:29]([C:32]2[CH:37]=[CH:36][C:35]([CH3:38])=[CH:34][CH:33]=2)(=[O:31])=[O:30])=[CH:24][C:9]=1[OH:8])=[O:12])[C:15]1[CH:20]=[CH:19][CH:18]=[CH:17][CH:16]=1, predict the reactants needed to synthesize it. The reactants are: C([O:8][C:9]1[CH:24]=[C:23]([N:25]([CH2:41][C:42]2[CH:47]=[CH:46][C:45]([CH:48]3[CH2:53][CH2:52][N:51]([C:54]4[CH:59]=[CH:58][C:57]([C:60]([O:62]C(C)(C)C)=[O:61])=[CH:56][CH:55]=4)[CH2:50][CH2:49]3)=[CH:44][CH:43]=2)[C:26](=[O:40])[CH2:27][N:28]([CH3:39])[S:29]([C:32]2[CH:37]=[CH:36][C:35]([CH3:38])=[CH:34][CH:33]=2)(=[O:31])=[O:30])[CH:22]=[CH:21][C:10]=1[C:11]([O:13][CH2:14][C:15]1[CH:20]=[CH:19][CH:18]=[CH:17][CH:16]=1)=[O:12])C1C=CC=CC=1.C1(C)C=CC=CC=1.